Predict which catalyst facilitates the given reaction. From a dataset of Catalyst prediction with 721,799 reactions and 888 catalyst types from USPTO. (1) Reactant: Cl[CH2:2][C:3]1[C:4]2[C:9]([CH:10]=[C:11]3[C:16]=1[CH:15]=[CH:14][CH:13]=[CH:12]3)=[CH:8][CH:7]=[CH:6][CH:5]=2.[NH3:17]. Product: [CH:5]1[C:4]2[C:9](=[CH:10][C:11]3[C:16]([C:3]=2[CH2:2][NH:17][CH2:2][C:3]2[C:16]4[C:11]([CH:10]=[C:9]5[C:4]=2[CH:5]=[CH:6][CH:7]=[CH:8]5)=[CH:12][CH:13]=[CH:14][CH:15]=4)=[CH:15][CH:14]=[CH:13][CH:12]=3)[CH:8]=[CH:7][CH:6]=1. The catalyst class is: 4. (2) Reactant: [Si:1]([O:8][CH2:9][CH2:10][O:11][C:12]1[CH:17]=[CH:16][N:15]=[C:14]([NH:18][C:19]2[CH:24]=[C:23]([C:25]#[C:26][Si](C)(C)C)[CH:22]=[C:21]([CH3:31])[CH:20]=2)[N:13]=1)([C:4]([CH3:7])([CH3:6])[CH3:5])([CH3:3])[CH3:2].C(=O)([O-])[O-].[K+].[K+]. Product: [Si:1]([O:8][CH2:9][CH2:10][O:11][C:12]1[CH:17]=[CH:16][N:15]=[C:14]([NH:18][C:19]2[CH:20]=[C:21]([CH3:31])[CH:22]=[C:23]([C:25]#[CH:26])[CH:24]=2)[N:13]=1)([C:4]([CH3:7])([CH3:6])[CH3:5])([CH3:3])[CH3:2]. The catalyst class is: 5. (3) Reactant: [C:1]([O:5][C:6](=[O:34])[NH:7][C@H:8]([C:26]([N:28]1[CH2:32][CH2:31][C@H:30]([F:33])[CH2:29]1)=[O:27])[C@H:9]([C:11]1[CH:16]=[CH:15][C:14](B2OC(C)(C)C(C)(C)O2)=[CH:13][CH:12]=1)[CH3:10])([CH3:4])([CH3:3])[CH3:2].[OH:35]O.[OH-].[Na+].Cl. Product: [C:1]([O:5][C:6](=[O:34])[NH:7][C@H:8]([C:26]([N:28]1[CH2:32][CH2:31][C@H:30]([F:33])[CH2:29]1)=[O:27])[C@H:9]([C:11]1[CH:12]=[CH:13][C:14]([OH:35])=[CH:15][CH:16]=1)[CH3:10])([CH3:3])([CH3:4])[CH3:2]. The catalyst class is: 20. (4) Reactant: C([O:3][C:4](=O)[C:5]([C:12]1[CH:17]=[CH:16][C:15]([Br:18])=[CH:14][CH:13]=1)([CH3:11])[C:6](OCC)=[O:7])C.[H-].[Al+3].[Li+].[H-].[H-].[H-]. Product: [Br:18][C:15]1[CH:14]=[CH:13][C:12]([C:5]([CH3:11])([CH2:6][OH:7])[CH2:4][OH:3])=[CH:17][CH:16]=1. The catalyst class is: 27. (5) Reactant: [CH:1]([C@@H:14]1[CH2:20][C@@H:19]2[C@@H:17]([O:18]2)[CH2:16][O:15]1)([C:8]1[CH:13]=[CH:12][CH:11]=[CH:10][CH:9]=1)[C:2]1[CH:7]=[CH:6][CH:5]=[CH:4][CH:3]=1.[F:21][C:22]1[CH:27]=[CH:26][C:25]([CH2:28][CH2:29][NH2:30])=[CH:24][CH:23]=1. Product: [CH:1]([C@@H:14]1[CH2:20][C@@H:19]([OH:18])[C@H:17]([NH:30][CH2:29][CH2:28][C:25]2[CH:26]=[CH:27][C:22]([F:21])=[CH:23][CH:24]=2)[CH2:16][O:15]1)([C:8]1[CH:9]=[CH:10][CH:11]=[CH:12][CH:13]=1)[C:2]1[CH:3]=[CH:4][CH:5]=[CH:6][CH:7]=1. The catalyst class is: 8.